Task: Regression. Given two drug SMILES strings and cell line genomic features, predict the synergy score measuring deviation from expected non-interaction effect.. Dataset: NCI-60 drug combinations with 297,098 pairs across 59 cell lines (1) Drug 1: CC1=C(C=C(C=C1)C(=O)NC2=CC(=CC(=C2)C(F)(F)F)N3C=C(N=C3)C)NC4=NC=CC(=N4)C5=CN=CC=C5. Drug 2: CC=C1C(=O)NC(C(=O)OC2CC(=O)NC(C(=O)NC(CSSCCC=C2)C(=O)N1)C(C)C)C(C)C. Cell line: CCRF-CEM. Synergy scores: CSS=19.8, Synergy_ZIP=2.90, Synergy_Bliss=-4.38, Synergy_Loewe=-78.5, Synergy_HSA=-13.4. (2) Drug 1: CC1=C(C=C(C=C1)C(=O)NC2=CC(=CC(=C2)C(F)(F)F)N3C=C(N=C3)C)NC4=NC=CC(=N4)C5=CN=CC=C5. Drug 2: CC1=C(N=C(N=C1N)C(CC(=O)N)NCC(C(=O)N)N)C(=O)NC(C(C2=CN=CN2)OC3C(C(C(C(O3)CO)O)O)OC4C(C(C(C(O4)CO)O)OC(=O)N)O)C(=O)NC(C)C(C(C)C(=O)NC(C(C)O)C(=O)NCCC5=NC(=CS5)C6=NC(=CS6)C(=O)NCCC[S+](C)C)O. Cell line: HCT116. Synergy scores: CSS=32.9, Synergy_ZIP=3.66, Synergy_Bliss=1.38, Synergy_Loewe=-18.9, Synergy_HSA=-2.12. (3) Cell line: MALME-3M. Drug 2: CN1C(=O)N2C=NC(=C2N=N1)C(=O)N. Drug 1: C1CC(=O)NC(=O)C1N2CC3=C(C2=O)C=CC=C3N. Synergy scores: CSS=-2.29, Synergy_ZIP=2.48, Synergy_Bliss=1.90, Synergy_Loewe=-0.689, Synergy_HSA=-1.78. (4) Drug 1: C1C(C(OC1N2C=NC3=C(N=C(N=C32)Cl)N)CO)O. Drug 2: C1CC(=O)NC(=O)C1N2C(=O)C3=CC=CC=C3C2=O. Cell line: CCRF-CEM. Synergy scores: CSS=62.4, Synergy_ZIP=0.846, Synergy_Bliss=0.0995, Synergy_Loewe=-26.1, Synergy_HSA=-0.450.